Dataset: Reaction yield outcomes from USPTO patents with 853,638 reactions. Task: Predict the reaction yield, written as a fraction of the theoretical maximum amount of product (1.0 means a 100% yield; for example, 0.34 means a 34% yield). The reactants are Cl.[Cl:2][C:3]1[CH:12]=[C:11]2[C:6]([C:7]([CH2:13][NH2:14])=[CH:8][CH2:9][O:10]2)=[CH:5][CH:4]=1. The catalyst is [Ni].CO.CC(O)=O. The product is [ClH:2].[Cl:2][C:3]1[CH:12]=[C:11]2[C:6]([CH:7]([CH2:13][NH2:14])[CH2:8][CH2:9][O:10]2)=[CH:5][CH:4]=1. The yield is 0.560.